This data is from Full USPTO retrosynthesis dataset with 1.9M reactions from patents (1976-2016). The task is: Predict the reactants needed to synthesize the given product. Given the product [F:33][C:34]1[CH:35]=[C:36]([C:41]2[C:45]([CH2:46][O:47][C:48]3[CH:56]=[CH:55][C:51]([C:52]([NH:9][N:10]4[CH2:5][CH2:4][CH2:3][CH2:11]4)=[O:54])=[CH:50][N:49]=3)=[C:44]([CH2:57][OH:58])[O:43][N:42]=2)[CH:37]=[CH:38][C:39]=1[F:40], predict the reactants needed to synthesize it. The reactants are: O.O[C:3]1[C:11]2[N:10]=[N:9]NC=2C=[CH:5][CH:4]=1.C(N(C(C)C)C(C)C)C.Cl.CN(C)CCCN=C=NCC.[F:33][C:34]1[CH:35]=[C:36]([C:41]2[C:45]([CH2:46][O:47][C:48]3[CH:56]=[CH:55][C:51]([C:52]([OH:54])=O)=[CH:50][N:49]=3)=[C:44]([CH2:57][OH:58])[O:43][N:42]=2)[CH:37]=[CH:38][C:39]=1[F:40].NN1CCCC1.